This data is from Reaction yield outcomes from USPTO patents with 853,638 reactions. The task is: Predict the reaction yield, written as a fraction of the theoretical maximum amount of product (1.0 means a 100% yield; for example, 0.34 means a 34% yield). (1) The reactants are [CH2:1]([N:8]([CH2:19][C:20]1[CH:25]=[CH:24][CH:23]=[CH:22][CH:21]=1)[C@@H:9]([CH2:12][C:13]1[CH:18]=[CH:17][CH:16]=[CH:15][CH:14]=1)[CH2:10][OH:11])[C:2]1[CH:7]=[CH:6][CH:5]=[CH:4][CH:3]=1.CCN(CC)CC. The catalyst is CS(C)=O.O.CCOC(C)=O. The product is [CH2:19]([N:8]([CH2:1][C:2]1[CH:3]=[CH:4][CH:5]=[CH:6][CH:7]=1)[C@@H:9]([CH2:12][C:13]1[CH:14]=[CH:15][CH:16]=[CH:17][CH:18]=1)[CH:10]=[O:11])[C:20]1[CH:21]=[CH:22][CH:23]=[CH:24][CH:25]=1. The yield is 0.900. (2) The reactants are [C:1]([O:4][C:5]([CH3:8])([CH3:7])[CH3:6])(=[O:3])[CH3:2].[Li+].C[Si]([N-][Si](C)(C)C)(C)C.[C:19]1([CH:25]([C:31]2[CH:36]=[CH:35][CH:34]=[CH:33][CH:32]=2)[N:26]2[CH2:29][C:28](=[O:30])[CH2:27]2)[CH:24]=[CH:23][CH:22]=[CH:21][CH:20]=1.[Cl-].[NH4+]. The catalyst is C1COCC1.CCOCC.O. The product is [C:31]1([CH:25]([C:19]2[CH:20]=[CH:21][CH:22]=[CH:23][CH:24]=2)[N:26]2[CH2:29][C:28]([CH2:2][C:1]([O:4][C:5]([CH3:8])([CH3:7])[CH3:6])=[O:3])([OH:30])[CH2:27]2)[CH:32]=[CH:33][CH:34]=[CH:35][CH:36]=1. The yield is 0.870. (3) The reactants are CS(O[CH2:6][CH2:7][C:8]1[CH:13]=[CH:12][C:11]([C:14]2[CH:19]=[CH:18][CH:17]=[C:16]([N:20]3[C:25]4[N:26]=[CH:27][C:28]([F:30])=[CH:29][C:24]=4[C:23](=[O:31])[N:22]([C@H:32]4[CH2:37][CH2:36][C@@H:35]([NH:38][C:39]([C:41]5[N:42]=[C:43]6[CH:48]=[CH:47][C:46]([F:49])=[CH:45][N:44]6[CH:50]=5)=[O:40])[CH2:34][CH2:33]4)[C:21]3=[O:51])[CH:15]=2)=[CH:10][CH:9]=1)(=O)=O.[CH3:52][NH:53][C:54]([CH3:57])([CH3:56])[CH3:55].C(=O)([O-])[O-].[K+].[K+].O. The catalyst is C(#N)C. The product is [C:54]([N:53]([CH3:52])[CH2:6][CH2:7][C:8]1[CH:13]=[CH:12][C:11]([C:14]2[CH:19]=[CH:18][CH:17]=[C:16]([N:20]3[C:25]4[N:26]=[CH:27][C:28]([F:30])=[CH:29][C:24]=4[C:23](=[O:31])[N:22]([C@@H:32]4[CH2:33][CH2:34][C@H:35]([NH:38][C:39]([C:41]5[N:42]=[C:43]6[CH:48]=[CH:47][C:46]([F:49])=[CH:45][N:44]6[CH:50]=5)=[O:40])[CH2:36][CH2:37]4)[C:21]3=[O:51])[CH:15]=2)=[CH:10][CH:9]=1)([CH3:57])([CH3:56])[CH3:55]. The yield is 0.290. (4) The reactants are [N:1]1([C:7]2[CH:14]=[CH:13][C:10]([CH2:11]O)=[CH:9][CH:8]=2)[CH2:6][CH2:5][O:4][CH2:3][CH2:2]1.C(Cl)(Cl)=O.[CH3:19][O:20][C:21]1[CH:36]=[CH:35][C:24]([C:25]([NH:27][C:28]2[C:29]([NH2:34])=[CH:30][CH:31]=[CH:32][CH:33]=2)=[O:26])=[CH:23][CH:22]=1.N1C=CC=CC=1. The catalyst is C1(C)C=CC=CC=1.C(Cl)Cl. The product is [CH3:19][O:20][C:21]1[CH:22]=[CH:23][C:24]([C:25]([NH:27][C:28]2[C:29]([NH:34][CH2:11][C:10]3[CH:13]=[CH:14][C:7]([N:1]4[CH2:6][CH2:5][O:4][CH2:3][CH2:2]4)=[CH:8][CH:9]=3)=[CH:30][CH:31]=[CH:32][CH:33]=2)=[O:26])=[CH:35][CH:36]=1. The yield is 0.140. (5) The reactants are [NH2:1][C:2]1[CH:3]=[N:4][C:5]2[C:10]([C:11]=1[NH:12][C@H:13]([CH2:23][O:24][Si:25]([C:28]([CH3:31])([CH3:30])[CH3:29])([CH3:27])[CH3:26])[CH2:14][NH:15][C:16](=[O:22])[O:17][C:18]([CH3:21])([CH3:20])[CH3:19])=[CH:9][CH:8]=[CH:7][CH:6]=2.Cl.[Cl:33][CH2:34][C:35](=N)OCC.C(=O)(O)[O-].[Na+].C(Cl)(Cl)Cl. The catalyst is ClCCCl. The product is [Si:25]([O:24][CH2:23][C@@H:13]([N:12]1[C:11]2[C:10]3[CH:9]=[CH:8][CH:7]=[CH:6][C:5]=3[N:4]=[CH:3][C:2]=2[N:1]=[C:35]1[CH2:34][Cl:33])[CH2:14][NH:15][C:16](=[O:22])[O:17][C:18]([CH3:21])([CH3:20])[CH3:19])([C:28]([CH3:31])([CH3:30])[CH3:29])([CH3:26])[CH3:27]. The yield is 0.500.